Dataset: Full USPTO retrosynthesis dataset with 1.9M reactions from patents (1976-2016). Task: Predict the reactants needed to synthesize the given product. Given the product [C:13]1([C:3]2([N:2]([CH3:15])[CH3:1])[CH2:12][CH2:11][C:6]3([O:10][CH2:9][CH2:8][O:7]3)[CH2:5][CH2:4]2)[CH2:5][CH2:4][CH2:3][CH:12]=1, predict the reactants needed to synthesize it. The reactants are: [CH3:1][N:2]([CH3:15])[C:3]1([C:13]#N)[CH2:12][CH2:11][C:6]2([O:10][CH2:9][CH2:8][O:7]2)[CH2:5][CH2:4]1.[Br-].[Cl-].[NH4+].[OH-].[Na+].